Dataset: Full USPTO retrosynthesis dataset with 1.9M reactions from patents (1976-2016). Task: Predict the reactants needed to synthesize the given product. (1) Given the product [CH3:18][C@H:2]1[CH:7]=[C:8]([CH3:9])[CH2:10][CH2:11][C@H:1]1[C:3](=[O:4])[CH2:5][CH3:6], predict the reactants needed to synthesize it. The reactants are: [CH:1]([C:3]([CH2:5][CH3:6])=[O:4])=[CH2:2].[CH3:7][C:8](/[CH:10]=[CH:11]/C)=[CH2:9].Cl(O)(=O)(=O)=O.[CH2:18]([C@@H]1N[C@H](C2OC(C)=CC=2)N(C)C1=O)C1C=CC=CC=1. (2) Given the product [C:11]1([C:17]([C:25]2[CH:30]=[CH:29][CH:28]=[CH:27][CH:26]=2)=[N:18][C@H:19]([C:20]([O:22][CH2:23][CH3:24])=[O:21])[CH2:2][C:3]2[CH:8]=[CH:7][CH:6]=[C:5]([O:9][CH3:10])[N:4]=2)[CH:12]=[CH:13][CH:14]=[CH:15][CH:16]=1, predict the reactants needed to synthesize it. The reactants are: Br[CH2:2][C:3]1[CH:8]=[CH:7][CH:6]=[C:5]([O:9][CH3:10])[N:4]=1.[C:11]1([C:17]([C:25]2[CH:30]=[CH:29][CH:28]=[CH:27][CH:26]=2)=[N:18][CH2:19][C:20]([O:22][CH2:23][CH3:24])=[O:21])[CH:16]=[CH:15][CH:14]=[CH:13][CH:12]=1.[OH-].[Na+]. (3) Given the product [Cl:22][CH2:21][CH2:20][CH2:19][CH2:18][N:11]1[CH:12]=[CH:13][C:8]([C:4]2[S:3][C:2]([CH3:1])=[N:6][C:5]=2[CH3:7])=[N:9][C:10]1=[O:14], predict the reactants needed to synthesize it. The reactants are: [CH3:1][C:2]1[S:3][C:4]([C:8]2[CH:13]=[CH:12][NH:11][C:10](=[O:14])[N:9]=2)=[C:5]([CH3:7])[N:6]=1.[H-].[Na+].Br[CH2:18][CH2:19][CH2:20][CH2:21][Cl:22].O. (4) Given the product [F:13][C@H:11]1[CH2:12][N:8]([C:6]([O:5][C:1]([CH3:2])([CH3:3])[CH3:4])=[O:7])[C@H:9]([C:14](=[O:16])[NH:69][CH2:68][C:53]2[C:52]([O:51][CH3:50])=[CH:57][N:56]=[C:55]([C:58]3[CH:63]=[N:62][C:61]([C:64]([F:67])([F:66])[F:65])=[N:60][CH:59]=3)[CH:54]=2)[CH2:10]1, predict the reactants needed to synthesize it. The reactants are: [C:1]([O:5][C:6]([N:8]1[CH2:12][C@H:11]([F:13])[CH2:10][C@H:9]1[C:14]([OH:16])=O)=[O:7])([CH3:4])([CH3:3])[CH3:2].CCN(C(C)C)C(C)C.CN(C(ON1N=NC2C=CC=NC1=2)=[N+](C)C)C.F[P-](F)(F)(F)(F)F.[CH3:50][O:51][C:52]1[C:53]([CH2:68][NH2:69])=[CH:54][C:55]([C:58]2[CH:59]=[N:60][C:61]([C:64]([F:67])([F:66])[F:65])=[N:62][CH:63]=2)=[N:56][CH:57]=1. (5) Given the product [OH:25][CH2:24][CH:23]([NH:22][C:18]([C:14]1[S:13][C:12]([CH2:11][CH2:10][C:9]2[C:5]([CH2:1][CH2:2][CH2:3][CH3:4])=[N:6][O:7][C:8]=2[CH3:21])=[N:16][C:15]=1[CH3:17])=[O:20])[CH3:26], predict the reactants needed to synthesize it. The reactants are: [CH2:1]([C:5]1[C:9]([CH2:10][CH2:11][C:12]2[S:13][C:14]([C:18]([OH:20])=O)=[C:15]([CH3:17])[N:16]=2)=[C:8]([CH3:21])[O:7][N:6]=1)[CH2:2][CH2:3][CH3:4].[NH2:22][CH:23]([CH3:26])[CH2:24][OH:25]. (6) Given the product [CH2:1]([C:5]1[N:6]=[C:7]([CH3:27])[N:8]([CH2:64][C:60]2[S:59][CH:63]=[CH:62][N:61]=2)[C:9](=[O:26])[C:10]=1[CH2:11][C:12]1[CH:17]=[CH:16][C:15]([C:18]2[C:19]([C:24]#[N:25])=[CH:20][CH:21]=[CH:22][CH:23]=2)=[CH:14][CH:13]=1)[CH2:2][CH2:3][CH3:4], predict the reactants needed to synthesize it. The reactants are: [CH2:1]([C:5]1[N:6]=[C:7]([CH3:27])[NH:8][C:9](=[O:26])[C:10]=1[CH2:11][C:12]1[CH:17]=[CH:16][C:15]([C:18]2[C:19]([C:24]#[N:25])=[CH:20][CH:21]=[CH:22][CH:23]=2)=[CH:14][CH:13]=1)[CH2:2][CH2:3][CH3:4].N(C(N1CCCCC1)=O)=NC(N1CCCCC1)=O.C(P(CCCC)CCCC)CCC.[S:59]1[CH:63]=[CH:62][N:61]=[C:60]1[CH2:64]O. (7) Given the product [CH3:13][N:8]1[C:4]2=[N:5][CH:6]=[N:7][C:2]([C:14]3[CH:19]=[CH:18][CH:17]=[CH:16][CH:15]=3)=[C:3]2[CH2:11][C:10]([CH3:12])=[N:9]1, predict the reactants needed to synthesize it. The reactants are: Cl[C:2]1[N:7]=[CH:6][N:5]=[C:4]2[N:8]([CH3:13])[N:9]=[C:10]([CH3:12])[CH2:11][C:3]=12.[C:14]1(B(O)O)[CH:19]=[CH:18][CH:17]=[CH:16][CH:15]=1.C(=O)([O-])[O-].[K+].[K+]. (8) Given the product [C:27]([O:30][CH2:31][C:32]1[C:33]([N:41]2[CH2:52][CH2:51][N:50]3[C:43](=[CH:44][C:45]4[CH2:46][C:47]([CH3:54])([CH3:53])[CH2:48][C:49]=43)[C:42]2=[O:55])=[N:34][CH:35]=[CH:36][C:37]=1[C:2]1[CH:3]=[C:4]([NH:9][C:10]2[CH:15]=[CH:14][C:13]([N:16]3[CH2:21][CH2:20][N:19]([CH:22]4[CH2:25][O:24][CH2:23]4)[CH2:18][C@@H:17]3[CH3:26])=[CH:12][N:11]=2)[C:5](=[O:8])[NH:6][N:7]=1)(=[O:29])[CH3:28], predict the reactants needed to synthesize it. The reactants are: Cl[C:2]1[CH:3]=[C:4]([NH:9][C:10]2[CH:15]=[CH:14][C:13]([N:16]3[CH2:21][CH2:20][N:19]([CH:22]4[CH2:25][O:24][CH2:23]4)[CH2:18][C@@H:17]3[CH3:26])=[CH:12][N:11]=2)[C:5](=[O:8])[NH:6][N:7]=1.[C:27]([O:30][CH2:31][C:32]1[C:33]([N:41]2[CH2:52][CH2:51][N:50]3[C:43](=[CH:44][C:45]4[CH2:46][C:47]([CH3:54])([CH3:53])[CH2:48][C:49]=43)[C:42]2=[O:55])=[N:34][CH:35]=[CH:36][C:37]=1B(O)O)(=[O:29])[CH3:28].[O-]P([O-])([O-])=O.[K+].[K+].[K+].C([O-])(=O)C.[Na+]. (9) Given the product [NH2:11][C:5]1[CH:4]=[C:3]([O:14][CH3:15])[C:2]([OH:1])=[CH:10][C:6]=1[C:7]([OH:9])=[O:8], predict the reactants needed to synthesize it. The reactants are: [OH:1][C:2]1[C:3]([O:14][CH3:15])=[CH:4][C:5]([N+:11]([O-])=O)=[C:6]([CH:10]=1)[C:7]([OH:9])=[O:8].